From a dataset of Reaction yield outcomes from USPTO patents with 853,638 reactions. Predict the reaction yield, written as a fraction of the theoretical maximum amount of product (1.0 means a 100% yield; for example, 0.34 means a 34% yield). (1) The reactants are BrP(Br)(C1C=CC=CC=1)(C1C=CC=CC=1)C1C=CC=CC=1.[Br:22][CH2:23][C:24]1[CH:32]=[CH:31][C:27]([C:28]([OH:30])=O)=[CH:26][CH:25]=1.[NH2:33][C:34]1[C:35]([C:41]([NH:43][NH2:44])=O)=[N:36][C:37]([Br:40])=[CH:38][N:39]=1.CCN(C(C)C)C(C)C. The catalyst is C(#N)C. The product is [Br:40][C:37]1[N:36]=[C:35]([C:41]2[O:30][C:28]([C:27]3[CH:26]=[CH:25][C:24]([CH2:23][Br:22])=[CH:32][CH:31]=3)=[N:44][N:43]=2)[C:34]([NH2:33])=[N:39][CH:38]=1. The yield is 0.667. (2) The reactants are [NH2:1][C:2]1[CH:3]=[C:4]([C:8]2[S:12][C:11]([C:13]3[CH:14]=[C:15]4[C:19](=[CH:20][CH:21]=3)[C:18](=[O:22])[N:17]([CH3:23])[CH2:16]4)=[CH:10][CH:9]=2)[CH:5]=[N:6][CH:7]=1.[F:24][C:25]1[CH:26]=[C:27]([S:31](Cl)(=[O:33])=[O:32])[CH:28]=[CH:29][CH:30]=1. No catalyst specified. The product is [F:24][C:25]1[CH:26]=[C:27]([S:31]([NH:1][C:2]2[CH:7]=[N:6][CH:5]=[C:4]([C:8]3[S:12][C:11]([C:13]4[CH:14]=[C:15]5[C:19](=[CH:20][CH:21]=4)[C:18](=[O:22])[N:17]([CH3:23])[CH2:16]5)=[CH:10][CH:9]=3)[CH:3]=2)(=[O:33])=[O:32])[CH:28]=[CH:29][CH:30]=1. The yield is 0.560. (3) The reactants are C(N(CC)CC)C.[CH2:8]([N:15]([CH2:27][C:28]1[CH:33]=[CH:32][CH:31]=[CH:30][CH:29]=1)[C@H:16]1[CH2:25][C:24]2[C:23]([OH:26])=[CH:22][CH:21]=[CH:20][C:19]=2[O:18][CH2:17]1)[C:9]1[CH:14]=[CH:13][CH:12]=[CH:11][CH:10]=1.[F:34][C:35]([F:48])([F:47])[S:36](O[S:36]([C:35]([F:48])([F:47])[F:34])(=[O:38])=[O:37])(=[O:38])=[O:37]. The catalyst is ClCCl. The product is [F:34][C:35]([F:48])([F:47])[S:36]([O:26][C:23]1[CH:22]=[CH:21][CH:20]=[C:19]2[C:24]=1[CH2:25][C@H:16]([N:15]([CH2:8][C:9]1[CH:10]=[CH:11][CH:12]=[CH:13][CH:14]=1)[CH2:27][C:28]1[CH:33]=[CH:32][CH:31]=[CH:30][CH:29]=1)[CH2:17][O:18]2)(=[O:38])=[O:37]. The yield is 0.930. (4) The reactants are Br[C:2]1[CH:3]=[N:4][C:5]2[C:10]([CH:11]=1)=[CH:9][CH:8]=[CH:7][CH:6]=2.[CH2:12]([Zn]CC)[CH3:13].[NH4+].[Cl-]. The catalyst is C1COCC1.C1C=CC(P(C2C=CC=CC=2)[C-]2C=CC=C2)=CC=1.C1C=CC(P(C2C=CC=CC=2)[C-]2C=CC=C2)=CC=1.Cl[Pd]Cl.[Fe+2]. The product is [CH2:12]([C:2]1[CH:3]=[N:4][C:5]2[C:10]([CH:11]=1)=[CH:9][CH:8]=[CH:7][CH:6]=2)[CH3:13]. The yield is 0.680. (5) The catalyst is CCO. The reactants are [F:1][C:2]1[CH:15]=[CH:14][C:5]([CH2:6][CH:7]([C:11](=O)[CH3:12])[C:8](=O)[CH3:9])=[CH:4][C:3]=1[O:16][C:17]([F:20])([F:19])[F:18].[NH2:21][C:22]1[NH:26][N:25]=[C:24](C)[C:23]=1[C:28]([O:30]CC)=[O:29].Cl.[OH-].[K+]. The yield is 0.690. The product is [F:1][C:2]1[CH:15]=[CH:14][C:5]([CH2:6][C:7]2[C:11]([CH3:12])=[N:21][C:22]3[N:26]([N:25]=[CH:24][C:23]=3[C:28]([OH:30])=[O:29])[C:8]=2[CH3:9])=[CH:4][C:3]=1[O:16][C:17]([F:20])([F:19])[F:18]. (6) The reactants are C(N(CC)CC)C.[CH2:8]([C:10]1[N:15]=[CH:14][N:13]=[C:12](O)[C:11]=1[F:17])[CH3:9].[ClH:18]. The catalyst is ClCCl.P(Cl)(Cl)(Cl)=O. The product is [Cl:18][C:12]1[C:11]([F:17])=[C:10]([CH2:8][CH3:9])[N:15]=[CH:14][N:13]=1. The yield is 0.950.